The task is: Predict the reaction yield, written as a fraction of the theoretical maximum amount of product (1.0 means a 100% yield; for example, 0.34 means a 34% yield).. This data is from Reaction yield outcomes from USPTO patents with 853,638 reactions. (1) The reactants are [Br:1][C:2]1[CH:3]=[CH:4][C:5]2[O:9][CH2:8][C:7]([CH3:11])([CH3:10])[C:6]=2[CH:12]=1.[I:13]Cl.[OH-].[Na+].C([O-])([O-])=O.[Na+].[Na+]. The catalyst is C(O)(=O)C. The product is [Br:1][C:2]1[CH:3]=[C:4]([I:13])[C:5]2[O:9][CH2:8][C:7]([CH3:10])([CH3:11])[C:6]=2[CH:12]=1. The yield is 0.560. (2) The product is [OH:24][CH:23]=[C:10]1[C:9]2[C:4](=[CH:5][C:6]([C:11]([C:13]3[CH:18]=[CH:17][C:16]([NH:19][C:20](=[O:22])[CH3:21])=[CH:15][CH:14]=3)=[O:12])=[CH:7][CH:8]=2)[NH:3][C:2]1=[O:1]. The yield is 0.680. The catalyst is C(O)C. The reactants are [O:1]=[C:2]1[CH2:10][C:9]2[C:4](=[CH:5][C:6]([C:11]([C:13]3[CH:18]=[CH:17][C:16]([NH:19][C:20](=[O:22])[CH3:21])=[CH:15][CH:14]=3)=[O:12])=[CH:7][CH:8]=2)[NH:3]1.[CH:23](OCC)=[O:24].[O-]CC.[Na+].Cl. (3) The product is [NH2:21][C:20]1[CH:22]=[CH:23][C:17]([C:15]#[C:16][C:2]#[C:3][C:4]2[CH:13]=[CH:12][C:7]([C:8]([O:10][CH3:11])=[O:9])=[CH:6][CH:5]=2)=[CH:18][CH:19]=1. The reactants are Br[C:2](Br)=[CH:3][C:4]1[CH:13]=[CH:12][C:7]([C:8]([O:10][CH3:11])=[O:9])=[CH:6][CH:5]=1.[C:15]([C:17]1[CH:23]=[CH:22][C:20]([NH2:21])=[CH:19][CH:18]=1)#[CH:16].CCN(CC)CC.COC1C=CC(P(C2C=CC(OC)=CC=2)C2C=CC(OC)=CC=2)=CC=1. The catalyst is CN(C=O)C.CCOC(C)=O.C1C=CC(/C=C/C(/C=C/C2C=CC=CC=2)=O)=CC=1.C1C=CC(/C=C/C(/C=C/C2C=CC=CC=2)=O)=CC=1.C1C=CC(/C=C/C(/C=C/C2C=CC=CC=2)=O)=CC=1.[Pd].[Pd]. The yield is 0.290. (4) The reactants are [NH2:1][C:2]1[N:7]=[CH:6][C:5]([C:8]2[CH:13]=[CH:12][C:11]([OH:14])=[CH:10][CH:9]=2)=[C:4]([CH2:15][CH3:16])[C:3]=1Br.O.[F:19][C:20]1[CH:25]=[C:24]([O:26][CH3:27])[CH:23]=[CH:22][C:21]=1B(O)O.C([O-])([O-])=O.[Na+].[Na+]. The product is [NH2:1][C:2]1[N:7]=[CH:6][C:5]([C:8]2[CH:13]=[CH:12][C:11]([OH:14])=[CH:10][CH:9]=2)=[C:4]([CH2:15][CH3:16])[C:3]=1[C:21]1[CH:22]=[CH:23][C:24]([O:26][CH3:27])=[CH:25][C:20]=1[F:19]. The catalyst is O1CCOCC1.Cl[Pd](Cl)([P](C1C=CC=CC=1)(C1C=CC=CC=1)C1C=CC=CC=1)[P](C1C=CC=CC=1)(C1C=CC=CC=1)C1C=CC=CC=1. The yield is 0.340. (5) The reactants are [CH3:1][C@:2]1([CH2:10][N:11]2[C:15]3[CH:16]=[C:17]([C:20]#[N:21])[CH:18]=[CH:19][C:14]=3[N:13]=[CH:12]2)CCC[C@:4]2(OC2)[CH2:3]1.[CH3:22][C:23]([C:26]1[O:30][N:29]=[C:28]([NH:31][C:32](=[O:38])[O:33][C:34]([CH3:37])([CH3:36])[CH3:35])[CH:27]=1)([CH3:25])[CH3:24].CC(C)([O-])C.[K+]. The catalyst is CN1C(=O)CCC1. The product is [CH3:25][C:23]([C:26]1[O:30][N:29]=[C:28]([N:31]2[CH2:35][C@@:34]3([CH2:37][CH2:4][CH2:3][C@@:2]([CH2:10][N:11]4[C:15]5[CH:16]=[C:17]([C:20]#[N:21])[CH:18]=[CH:19][C:14]=5[N:13]=[CH:12]4)([CH3:1])[CH2:36]3)[O:33][C:32]2=[O:38])[CH:27]=1)([CH3:22])[CH3:24]. The yield is 0.133.